Predict the product of the given reaction. From a dataset of Forward reaction prediction with 1.9M reactions from USPTO patents (1976-2016). (1) Given the reactants Cl.Cl.[Cl:3][C:4]1[CH:9]=[CH:8][C:7]([NH:10][C:11]([C:13]2[CH:14]=[C:15]3[C:19](=[CH:20][CH:21]=2)[CH2:18][NH:17][CH2:16]3)=[O:12])=[C:6]([N:22]2[CH2:27][CH2:26][N:25]([CH2:28][CH2:29][C:30]([F:33])([F:32])[F:31])[CH2:24][CH2:23]2)[CH:5]=1.CCN(C(C)C)C(C)C.Br[CH2:44][C:45]([O:47][CH2:48][CH3:49])=[O:46], predict the reaction product. The product is: [Cl:3][C:4]1[CH:9]=[CH:8][C:7]([NH:10][C:11]([C:13]2[CH:14]=[C:15]3[C:19](=[CH:20][CH:21]=2)[CH2:18][N:17]([CH2:44][C:45]([O:47][CH2:48][CH3:49])=[O:46])[CH2:16]3)=[O:12])=[C:6]([N:22]2[CH2:23][CH2:24][N:25]([CH2:28][CH2:29][C:30]([F:33])([F:31])[F:32])[CH2:26][CH2:27]2)[CH:5]=1. (2) Given the reactants C1(C(C2C=CC=CC=2)[N:8]2[CH2:11][CH:10]([C:12]3[CH:17]=[CH:16][CH:15]=[CH:14][CH:13]=3)[CH2:9]2)C=CC=CC=1.C(Cl)(Cl)Cl.[OH-].[NH4+], predict the reaction product. The product is: [C:12]1([CH:10]2[CH2:11][NH:8][CH2:9]2)[CH:17]=[CH:16][CH:15]=[CH:14][CH:13]=1. (3) Given the reactants CS[C:3]1[N:4]=[N:5][C:6]([C:20]#[N:21])=[C:7]([N:9]2[CH2:15][CH2:14][C:13]3[CH:16]=[CH:17][CH:18]=[CH:19][C:12]=3[CH2:11][CH2:10]2)[N:8]=1.ClC1C=CC=C(C(OO)=O)C=1.CS(C1N=NC(C#N)=C(N2CCC3C=CC=CC=3CC2)N=1)(=O)=O.[NH2:56][CH2:57][CH2:58][C:59]1[CH:60]=[N:61][CH:62]=[CH:63][CH:64]=1, predict the reaction product. The product is: [N:61]1[CH:62]=[CH:63][CH:64]=[C:59]([CH2:58][CH2:57][NH:56][C:3]2[N:4]=[N:5][C:6]([C:20]#[N:21])=[C:7]([N:9]3[CH2:15][CH2:14][C:13]4[CH:16]=[CH:17][CH:18]=[CH:19][C:12]=4[CH2:11][CH2:10]3)[N:8]=2)[CH:60]=1. (4) Given the reactants [CH3:1][CH2:2][C:3]([C:5]1[CH:10]=[CH:9][C:8]([OH:11])=[CH:7][CH:6]=1)=[O:4].Br[CH2:13][CH2:14][CH2:15][Cl:16].C(=O)([O-])[O-].[K+].[K+], predict the reaction product. The product is: [Cl:16][CH2:15][CH2:14][CH2:13][O:11][C:8]1[CH:7]=[CH:6][C:5]([C:3](=[O:4])[CH2:2][CH3:1])=[CH:10][CH:9]=1.